From a dataset of Full USPTO retrosynthesis dataset with 1.9M reactions from patents (1976-2016). Predict the reactants needed to synthesize the given product. (1) Given the product [Cl:26][C:23]1[CH:22]=[CH:21][C:20]([C:16]2([C:13]3[C:14]4[C:9](=[CH:8][CH:7]=[C:6]([NH2:5])[CH:15]=4)[CH2:10][CH2:11][N:12]=3)[CH2:19][CH2:18][CH2:17]2)=[CH:25][CH:24]=1, predict the reactants needed to synthesize it. The reactants are: C(OC(=O)[NH:5][C:6]1[CH:15]=[C:14]2[C:9]([CH2:10][CH2:11][N:12]=[C:13]2[C:16]2([C:20]3[CH:25]=[CH:24][C:23]([Cl:26])=[CH:22][CH:21]=3)[CH2:19][CH2:18][CH2:17]2)=[CH:8][CH:7]=1)C.[OH-].[K+]. (2) Given the product [CH3:1][O:2][C:3]1[CH:8]=[CH:7][C:6]([C:9]2[C:22]3[CH:21]=[CH:20][C:19]4[CH:23]=[CH:24][CH:25]=[CH:26][C:18]=4[C:17]=3[N:16]=[C:15]3[C:10]=2[CH:11]=[CH:12][C:13]2[CH:30]=[CH:29][CH:28]=[CH:27][C:14]=23)=[CH:5][CH:4]=1, predict the reactants needed to synthesize it. The reactants are: [CH3:1][O:2][C:3]1[CH:8]=[CH:7][C:6]([C:9]2[C:22]3[CH2:21][CH2:20][C:19]4[CH:23]=[CH:24][CH:25]=[CH:26][C:18]=4[C:17]=3[N:16]=[C:15]3[C:10]=2[CH2:11][CH2:12][C:13]2[CH:30]=[CH:29][CH:28]=[CH:27][C:14]=23)=[CH:5][CH:4]=1.ClC1C(=O)C(C#N)=C(C#N)C(=O)C=1Cl.